Dataset: Forward reaction prediction with 1.9M reactions from USPTO patents (1976-2016). Task: Predict the product of the given reaction. (1) Given the reactants [Cl:1][C:2]1[CH:7]=[C:6]([C:8]([NH:10][OH:11])=[NH:9])[CH:5]=[CH:4][C:3]=1[C:12]1[N:17]=[C:16]2[O:18][C:19]([CH3:30])([CH3:29])[CH2:20][CH:21]([NH:22][C:23](=[O:28])[C:24]([CH3:27])([CH3:26])[CH3:25])[C:15]2=[CH:14][C:13]=1[C:31]1[CH:36]=[CH:35][C:34]([Cl:37])=[CH:33][CH:32]=1.[CH:38](OCC)(OCC)OCC, predict the reaction product. The product is: [Cl:1][C:2]1[CH:7]=[C:6]([C:8]2[N:9]=[CH:38][O:11][N:10]=2)[CH:5]=[CH:4][C:3]=1[C:12]1[N:17]=[C:16]2[O:18][C:19]([CH3:29])([CH3:30])[CH2:20][CH:21]([NH:22][C:23](=[O:28])[C:24]([CH3:27])([CH3:25])[CH3:26])[C:15]2=[CH:14][C:13]=1[C:31]1[CH:32]=[CH:33][C:34]([Cl:37])=[CH:35][CH:36]=1. (2) The product is: [C:24]([C:11]1[C:12](=[O:23])[N:13]([CH2:14][C:15]2[CH:20]=[CH:19][C:18]([CH3:21])=[CH:17][C:16]=2[CH3:22])[C:8]([C:5]2[CH:4]=[CH:3][C:2]([O:43][C:39]3[CH:38]=[C:37]([NH:36][C:35](=[O:44])[O:34][C:30]([CH3:32])([CH3:31])[CH3:33])[CH:42]=[CH:41][CH:40]=3)=[CH:7][CH:6]=2)=[CH:9][C:10]=1[C:26]([F:27])([F:28])[F:29])#[N:25]. Given the reactants Br[C:2]1[CH:7]=[CH:6][C:5]([C:8]2[N:13]([CH2:14][C:15]3[CH:20]=[CH:19][C:18]([CH3:21])=[CH:17][C:16]=3[CH3:22])[C:12](=[O:23])[C:11]([C:24]#[N:25])=[C:10]([C:26]([F:29])([F:28])[F:27])[CH:9]=2)=[CH:4][CH:3]=1.[C:30]([O:34][C:35](=[O:44])[NH:36][C:37]1[CH:42]=[CH:41][CH:40]=[C:39]([OH:43])[CH:38]=1)([CH3:33])([CH3:32])[CH3:31].C(P(C(C)(C)C)C1C=CC2C(=CC=CC=2)C=1C1C2C(=CC=CC=2)C=CC=1)(C)(C)C.[O-]P([O-])([O-])=O.[K+].[K+].[K+], predict the reaction product. (3) Given the reactants C1CCC(N=C=NC2CCCCC2)CC1.[CH3:16][C:17]([OH:20])([CH3:19])[CH3:18].[NH:21]([C:38]([O:40][C:41]([CH3:44])([CH3:43])[CH3:42])=[O:39])[C@H:22]([C:35](O)=[O:36])[CH2:23][NH:24][C:25]([O:27][CH2:28][C:29]1[CH:34]=[CH:33][CH:32]=[CH:31][CH:30]=1)=[O:26], predict the reaction product. The product is: [NH:21]([C:38]([O:40][C:41]([CH3:44])([CH3:43])[CH3:42])=[O:39])[C@H:22]([C:35]([O:20][C:17]([CH3:19])([CH3:18])[CH3:16])=[O:36])[CH2:23][NH:24][C:25]([O:27][CH2:28][C:29]1[CH:30]=[CH:31][CH:32]=[CH:33][CH:34]=1)=[O:26]. (4) Given the reactants [C:1]([O:5][C:6]([NH:8][CH2:9][C:10]1[CH:11]=[C:12]([CH:16](OC(SC)=S)[C:17]2([C:22]([O:24][CH3:25])=[O:23])[CH2:21][CH2:20][CH2:19][O:18]2)[CH:13]=[CH:14][CH:15]=1)=[O:7])([CH3:4])([CH3:3])[CH3:2].C([Sn](Cl)(CCCC)CCCC)CCC.[F-].[K+], predict the reaction product. The product is: [C:1]([O:5][C:6]([NH:8][CH2:9][C:10]1[CH:11]=[C:12]([CH:13]=[CH:14][CH:15]=1)[CH2:16][C:17]1([C:22]([O:24][CH3:25])=[O:23])[CH2:21][CH2:20][CH2:19][O:18]1)=[O:7])([CH3:4])([CH3:2])[CH3:3]. (5) Given the reactants C(N(CC)C([S:6][C:7]1[CH:8]=[N:9][CH:10]=[CH:11][C:12]=1[NH:13][C:14]([C:16]1[S:20][C:19]([NH:21][C:22](=[O:24])[CH3:23])=[N:18][C:17]=1[CH2:25][O:26][CH3:27])=O)=S)C.C(O)=O.Cl.CO, predict the reaction product. The product is: [CH3:27][O:26][CH2:25][C:17]1[N:18]=[C:19]([NH:21][C:22](=[O:24])[CH3:23])[S:20][C:16]=1[C:14]1[S:6][C:7]2[CH:8]=[N:9][CH:10]=[CH:11][C:12]=2[N:13]=1.